From a dataset of Forward reaction prediction with 1.9M reactions from USPTO patents (1976-2016). Predict the product of the given reaction. (1) Given the reactants [CH3:1][CH:2]([CH2:9][CH2:10][CH3:11])[CH:3]([OH:8])[CH2:4][N+:5]([O-:7])=[O:6].[C:12](OC(=O)C)(=[O:14])[CH3:13], predict the reaction product. The product is: [CH3:1][CH:2]([CH2:9][CH2:10][CH3:11])[CH:3]([O:8][C:12](=[O:14])[CH3:13])[CH2:4][N+:5]([O-:7])=[O:6]. (2) The product is: [CH2:22]([N:24]([CH:25]1[CH2:30][CH2:29][N:28]([C:31]([O:33][C:34]([CH3:36])([CH3:35])[CH3:37])=[O:32])[CH2:27][CH2:26]1)[C:19](=[O:20])[CH2:18][C@@H:3]1[C:2](=[O:1])[NH:7][CH:6]=[CH:5][N:4]1[S:8]([C:11]1[CH:17]=[CH:16][C:14]([CH3:15])=[CH:13][CH:12]=1)(=[O:10])=[O:9])[CH3:23]. Given the reactants [O:1]=[C:2]1[NH:7][CH:6]=[CH:5][N:4]([S:8]([C:11]2[CH:17]=[CH:16][C:14]([CH3:15])=[CH:13][CH:12]=2)(=[O:10])=[O:9])[C@@H:3]1[CH2:18][C:19](O)=[O:20].[CH2:22]([NH:24][CH:25]1[CH2:30][CH2:29][N:28]([C:31]([O:33][C:34]([CH3:37])([CH3:36])[CH3:35])=[O:32])[CH2:27][CH2:26]1)[CH3:23].CCN(C(C)C)C(C)C.CN(C=O)C.F[P-](F)(F)(F)(F)F.ClC(=[N+]1CCCC1)N1CCCC1, predict the reaction product.